From a dataset of Drug-target binding data from BindingDB using IC50 measurements. Regression. Given a target protein amino acid sequence and a drug SMILES string, predict the binding affinity score between them. We predict pIC50 (pIC50 = -log10(IC50 in M); higher means more potent). Dataset: bindingdb_ic50. (1) The pIC50 is 8.8. The small molecule is COc1ccccc1CN(C[C@@H](Cc1c[nH]c2ccccc12)NC(=O)CN1CCN(C2CCCCC2)CC1)C(C)=O. The target protein (P30548) has sequence MDNVLPVDSDLFPNTSTNTSESNQFVQPTWQIVLWAAAYTVIVVTSVVGNVVVIWIILAHKRMRTVTNYFLVNLAFAEACMAAFNTVVNFTYAVHNVWYYGLFYCKFHNFFPIAALFASIYSMTAVAFDRYMAIIHPLQPRLSATATKVVIFVIWVLALLLAFPQGYYSTTETMPSRVVCMIEWPEHPNRTYEKAYHICVTVLIYFLPLLVIGYAYTVVGITLWASEIPGDSSDRYHEQVSAKRKVVKMMIVVVCTFAICWLPFHIFFLLPYINPDLYLKKFIQQVYLASMWLAMSSTMYNPIIYCCLNDRFRLGFKHAFRCCPFISAGDYEGLEMKSTRYLQTQSSVYKVSRLETTISTVVGAHEDEPEEGPKATPSSLDLTSNGSSRSNSKTMTESSSFYSNMLA. (2) The small molecule is CC1(OC(=O)C2CCCC2)C(=O)C=C2C=C(c3ccc(C#N)cc3)OC=C2C1=O. The target protein (P65502) has sequence MKKIVLYGGQFNPIHTAHMIVASEVFHELQPDEFYFLPSFMSPLKKHNNFIDVQHRLTMIQMIIDELGFGDICDDEIKRGGQSYTYDTIKAFKEQHKDSELYFVIGTDQYNQLEKWYQIEYLKEMVTFVVVNRDKNSQNVENAMIAIQIPRVDISSTMIRQRVSEGKSIQVLVPKSVENYIKGEGLYEH. The pIC50 is 4.8.